From a dataset of Forward reaction prediction with 1.9M reactions from USPTO patents (1976-2016). Predict the product of the given reaction. (1) Given the reactants OC1C=CC=C[N+]=1[O-].[CH3:9][O:10][C:11]1[CH:12]=[C:13]2[C:18](=[CH:19][C:20]=1[O:21][CH3:22])[N:17]=[CH:16][N:15]=[C:14]2[O:23][C:24]1[CH:25]=[CH:26][C:27]([CH2:30][C:31]([OH:33])=O)=[N:28][CH:29]=1.[NH2:34][C:35]1[S:36][C:37]([C:40]#[N:41])=[CH:38][N:39]=1.Cl.CN(C)CCCN=C=NCC, predict the reaction product. The product is: [C:40]([C:37]1[S:36][C:35]([NH:34][C:31](=[O:33])[CH2:30][C:27]2[CH:26]=[CH:25][C:24]([O:23][C:14]3[C:13]4[C:18](=[CH:19][C:20]([O:21][CH3:22])=[C:11]([O:10][CH3:9])[CH:12]=4)[N:17]=[CH:16][N:15]=3)=[CH:29][N:28]=2)=[N:39][CH:38]=1)#[N:41]. (2) Given the reactants [Cl:1][C:2]1[CH:7]=[CH:6][C:5]([OH:8])=[CH:4][CH:3]=1.[Cl:9][S:10](O)(=[O:12])=[O:11], predict the reaction product. The product is: [OH:8][C:5]1[CH:6]=[CH:7][C:2]([Cl:1])=[CH:3][C:4]=1[S:10]([Cl:9])(=[O:12])=[O:11]. (3) The product is: [NH2:15][C:13]1[CH:12]=[CH:11][C:4]([O:5][CH2:6][C:7]([CH3:10])([OH:9])[CH3:8])=[C:3]([O:2][CH3:1])[CH:14]=1. Given the reactants [CH3:1][O:2][C:3]1[CH:14]=[C:13]([N+:15]([O-])=O)[CH:12]=[CH:11][C:4]=1[O:5][CH2:6][C:7]([CH3:10])([OH:9])[CH3:8], predict the reaction product. (4) The product is: [CH3:1][O:2][P:3]([C:15]1[CH:16]=[CH:17][CH:18]=[CH:19][CH:20]=1)(=[O:14])[O:4][C:5]1[CH:6]=[C:7]2[C:11](=[CH:12][CH:13]=1)[NH:10][N:9]=[C:8]2[I:21]. Given the reactants [CH3:1][O:2][P:3]([C:15]1[CH:20]=[CH:19][CH:18]=[CH:17][CH:16]=1)(=[O:14])[O:4][C:5]1[CH:6]=[C:7]2[C:11](=[CH:12][CH:13]=1)[NH:10][N:9]=[CH:8]2.[I:21]I.[OH-].[K+], predict the reaction product. (5) Given the reactants C[O:2][C:3](=[O:20])[CH2:4][C:5]1[C:6]([CH3:19])=[N:7][N:8]([CH2:11][C:12]2[CH:17]=[CH:16][C:15](Br)=[CH:14][CH:13]=2)[C:9]=1[CH3:10].[F:21][C:22]([F:32])([F:31])[C:23]1[CH:30]=[CH:29][C:26]([CH:27]=[CH2:28])=[CH:25][CH:24]=1.C(N(C(C)C)CC)(C)C.C1(C)C=CC=CC=1P(C1C=CC=CC=1C)C1C=CC=CC=1C.[OH-].[Na+].Cl, predict the reaction product. The product is: [CH3:19][C:6]1[C:5]([CH2:4][C:3]([OH:2])=[O:20])=[C:9]([CH3:10])[N:8]([CH2:11][C:12]2[CH:17]=[CH:16][C:15](/[CH:28]=[CH:27]/[C:26]3[CH:25]=[CH:24][C:23]([C:22]([F:21])([F:31])[F:32])=[CH:30][CH:29]=3)=[CH:14][CH:13]=2)[N:7]=1. (6) Given the reactants C[N:2]1[CH2:7][CH:6]=[C:5]([C:8]([O:10][CH2:11][CH3:12])=[O:9])[CH2:4][CH2:3]1.Cl[C:14]([O:16][CH:17]([Cl:19])[CH3:18])=[O:15], predict the reaction product. The product is: [N:2]1([C:14]([O:16][CH:17]([Cl:19])[CH3:18])=[O:15])[CH2:3][CH:4]=[C:5]([C:8]([O:10][CH2:11][CH3:12])=[O:9])[CH2:6][CH2:7]1.